Dataset: Forward reaction prediction with 1.9M reactions from USPTO patents (1976-2016). Task: Predict the product of the given reaction. (1) Given the reactants Cl.C([O:10][CH2:11][CH2:12][O:13][CH2:14][CH2:15][N:16]1[C:24]2[C:23]([NH:25][C:26]3[CH:41]=[CH:40][C:29]([O:30][C:31]4[CH:32]=[C:33]([CH:37]=[CH:38][CH:39]=4)[C:34]([OH:36])=O)=[C:28]([Cl:42])[CH:27]=3)=[N:22][CH:21]=[N:20][C:19]=2[CH:18]=[CH:17]1)(=O)C1C=CC=CC=1.[C:43]([NH2:47])([CH3:46])([CH3:45])[CH3:44].Cl.C(N=C=NCCCN(C)C)C.ON1C2C=CC=CC=2N=N1, predict the reaction product. The product is: [C:43]([NH:47][C:34](=[O:36])[C:33]1[CH:37]=[CH:38][CH:39]=[C:31]([O:30][C:29]2[CH:40]=[CH:41][C:26]([NH:25][C:23]3[C:24]4[N:16]([CH2:15][CH2:14][O:13][CH2:12][CH2:11][OH:10])[CH:17]=[CH:18][C:19]=4[N:20]=[CH:21][N:22]=3)=[CH:27][C:28]=2[Cl:42])[CH:32]=1)([CH3:46])([CH3:45])[CH3:44]. (2) Given the reactants [C:1]([C:4]1[S:8][C:7]([CH:9]2[CH2:13][CH2:12][N:11]([C:14]([O:16]C(C)(C)C)=O)[CH2:10]2)=[N:6][C:5]=1[C:21]1[CH:26]=[CH:25][C:24]([O:27][C:28]2[CH:33]=[CH:32][CH:31]=[CH:30][CH:29]=2)=[CH:23][CH:22]=1)(=[O:3])[NH2:2].F[C:35]1C=CC=C[C:36]=1OC1C=CC(C2N=C(N3CCNCC3)C=CC=2C(N)=O)=CC=1.O, predict the reaction product. The product is: [C:14]([N:11]1[CH2:12][CH2:13][CH:9]([C:7]2[S:8][C:4]([C:1]([NH2:2])=[O:3])=[C:5]([C:21]3[CH:22]=[CH:23][C:24]([O:27][C:28]4[CH:33]=[CH:32][CH:31]=[CH:30][CH:29]=4)=[CH:25][CH:26]=3)[N:6]=2)[CH2:10]1)(=[O:16])[CH:35]=[CH2:36].